Task: Predict the reactants needed to synthesize the given product.. Dataset: Full USPTO retrosynthesis dataset with 1.9M reactions from patents (1976-2016) (1) Given the product [CH2:1]([N:3]([S:10]([C:13]1[CH:18]=[CH:17][C:16]([F:19])=[CH:15][CH:14]=1)(=[O:12])=[O:11])/[C:4](=[CH:8]\[CH3:9])/[C:5]([NH:47][CH2:46][C:44]1[CH:43]=[CH:42][N:41]=[C:40]([C:37]2[CH:36]=[CH:35][C:34]([O:33][C:32]([F:49])([F:31])[F:48])=[CH:39][CH:38]=2)[CH:45]=1)=[O:7])[CH3:2], predict the reactants needed to synthesize it. The reactants are: [CH2:1]([N:3]([S:10]([C:13]1[CH:18]=[CH:17][C:16]([F:19])=[CH:15][CH:14]=1)(=[O:12])=[O:11])/[C:4](=[CH:8]\[CH3:9])/[C:5]([OH:7])=O)[CH3:2].CCOC(OC(OCC)=O)=O.[F:31][C:32]([F:49])([F:48])[O:33][C:34]1[CH:39]=[CH:38][C:37]([C:40]2[CH:45]=[C:44]([CH2:46][NH2:47])[CH:43]=[CH:42][N:41]=2)=[CH:36][CH:35]=1. (2) Given the product [ClH:1].[NH2:21][C:22]1[N:23]=[C:24]([NH:34][CH:35]2[CH2:40][CH2:39][CH2:38][N:37]([C:2]3[C:7]([C:8]([O:10][CH3:11])=[O:9])=[CH:6][CH:5]=[C:4]([C:12]4[CH:17]=[CH:16][C:15]([Cl:18])=[CH:14][C:13]=4[Cl:19])[N:3]=3)[CH2:36]2)[CH:25]=[CH:26][C:27]=1[C:28](=[O:33])[C:29]([F:32])([F:31])[F:30], predict the reactants needed to synthesize it. The reactants are: [Cl:1][C:2]1[C:7]([C:8]([O:10][CH3:11])=[O:9])=[CH:6][CH:5]=[C:4]([C:12]2[CH:17]=[CH:16][C:15]([Cl:18])=[CH:14][C:13]=2[Cl:19])[N:3]=1.Cl.[NH2:21][C:22]1[C:27]([C:28](=[O:33])[C:29]([F:32])([F:31])[F:30])=[CH:26][CH:25]=[C:24]([NH:34][CH:35]2[CH2:40][CH2:39][CH2:38][NH:37][CH2:36]2)[N:23]=1.C(N(CC)C(C)C)(C)C. (3) Given the product [C:33]12([CH2:43][C:44]([NH:1][C:2]3[CH:11]=[CH:10][C:9]([N:12]([CH2:20][CH2:21][N:22]([C:26]([O:28][C:29]([CH3:32])([CH3:31])[CH3:30])=[O:27])[CH2:23][CH2:24][OH:25])[C:13](=[O:19])[O:14][C:15]([CH3:18])([CH3:17])[CH3:16])=[C:8]4[C:3]=3[CH:4]=[CH:5][CH:6]=[N:7]4)=[O:45])[CH2:40][CH:39]3[CH2:38][CH:37]([CH2:36][CH:35]([CH2:41]3)[CH2:34]1)[CH2:42]2, predict the reactants needed to synthesize it. The reactants are: [NH2:1][C:2]1[CH:11]=[CH:10][C:9]([N:12]([CH2:20][CH2:21][N:22]([C:26]([O:28][C:29]([CH3:32])([CH3:31])[CH3:30])=[O:27])[CH2:23][CH2:24][OH:25])[C:13](=[O:19])[O:14][C:15]([CH3:18])([CH3:17])[CH3:16])=[C:8]2[C:3]=1[CH:4]=[CH:5][CH:6]=[N:7]2.[C:33]12([CH2:43][C:44](O)=[O:45])[CH2:42][CH:37]3[CH2:38][CH:39]([CH2:41][CH:35]([CH2:36]3)[CH2:34]1)[CH2:40]2.F[P-](F)(F)(F)(F)F.Br[P+](N1CCCC1)(N1CCCC1)N1CCCC1.C(N(CC)CC)C. (4) Given the product [C:18]([C:17]1[CH:21]=[C:22]([N:25]2[CH:30]=[CH:29][CH:28]=[CH:27][C:26]2=[O:31])[CH:23]=[CH:24][C:16]=1[N:14]1[CH:15]=[C:11]([CH2:10][NH:9][C:7]([C:4]2[S:3][C:2]([Cl:1])=[CH:6][CH:5]=2)=[O:8])[N:12]=[N:13]1)(=[O:19])[NH2:35], predict the reactants needed to synthesize it. The reactants are: [Cl:1][C:2]1[S:3][C:4]([C:7]([NH:9][CH2:10][C:11]2[N:12]=[N:13][N:14]([C:16]3[CH:24]=[CH:23][C:22]([N:25]4[CH:30]=[CH:29][CH:28]=[CH:27][C:26]4=[O:31])=[CH:21][C:17]=3[C:18](O)=[O:19])[CH:15]=2)=[O:8])=[CH:5][CH:6]=1.N.CC[N:35](C(C)C)C(C)C.C1CN([P+](ON2N=NC3C=CC=CC2=3)(N2CCCC2)N2CCCC2)CC1.F[P-](F)(F)(F)(F)F. (5) Given the product [Cl:26][C:4]1[N:3]([CH2:1][CH3:2])[C:11]2[C:6]([C:5]=1[C:16]#[N:17])=[CH:7][CH:8]=[C:9]([C:12]([F:13])([F:15])[F:14])[CH:10]=2, predict the reactants needed to synthesize it. The reactants are: [CH2:1]([N:3]1[C:11]2[C:6](=[CH:7][CH:8]=[C:9]([C:12]([F:15])([F:14])[F:13])[CH:10]=2)[C:5]([C:16]#[N:17])=[CH:4]1)[CH3:2].[Li+].CC([N-]C(C)C)C.[Cl:26]C(Cl)(Cl)C(Cl)(Cl)Cl. (6) Given the product [Cl-:1].[O:9]=[C:7]1[N:6]2[CH:10]=[CH:11][S:12][C:5]2=[N:4][C:3]([CH2:2][P+:19]([C:20]2[CH:21]=[CH:22][CH:23]=[CH:24][CH:25]=2)([C:26]2[CH:31]=[CH:30][CH:29]=[CH:28][CH:27]=2)[C:13]2[CH:14]=[CH:15][CH:16]=[CH:17][CH:18]=2)=[CH:8]1, predict the reactants needed to synthesize it. The reactants are: [Cl:1][CH2:2][C:3]1[N:4]=[C:5]2[S:12][CH:11]=[CH:10][N:6]2[C:7](=[O:9])[CH:8]=1.[C:13]1([P:19]([C:26]2[CH:31]=[CH:30][CH:29]=[CH:28][CH:27]=2)[C:20]2[CH:25]=[CH:24][CH:23]=[CH:22][CH:21]=2)[CH:18]=[CH:17][CH:16]=[CH:15][CH:14]=1. (7) The reactants are: [Br:1][C:2]1[CH:7]=[CH:6][N:5]=[C:4](Cl)[CH:3]=1.[C@H:9]1([NH2:16])[CH2:14][CH2:13][C@H:12]([NH2:15])[CH2:11][CH2:10]1. Given the product [Br:1][C:2]1[CH:7]=[CH:6][N:5]=[C:4]([NH:15][C@H:12]2[CH2:13][CH2:14][C@H:9]([NH2:16])[CH2:10][CH2:11]2)[CH:3]=1, predict the reactants needed to synthesize it. (8) Given the product [Br:1][C:2]1[CH:3]=[C:4]2[C:24](=[CH:25][CH:26]=1)[C:8]1[NH:9][C:10]([C@@H:12]3[CH2:16][CH2:15][CH2:14][N:13]3[C:34](=[O:35])[C@@H:33]([NH:32][C:30](=[O:31])[O:29][CH3:28])[CH:37]([CH3:39])[CH3:38])=[N:11][C:7]=1[CH:6]=[CH:5]2, predict the reactants needed to synthesize it. The reactants are: [Br:1][C:2]1[CH:3]=[C:4]2[C:24](=[CH:25][CH:26]=1)[C:8]1[NH:9][C:10]([C@@H:12]3[CH2:16][CH2:15][CH2:14][N:13]3C(OC(C)(C)C)=O)=[N:11][C:7]=1[CH:6]=[CH:5]2.Cl.[CH3:28][O:29][C:30]([NH:32][C@@H:33]([CH:37]([CH3:39])[CH3:38])[C:34](O)=[O:35])=[O:31].CN(C(ON1N=NC2C=CC=NC1=2)=[N+](C)C)C.F[P-](F)(F)(F)(F)F.CCN(C(C)C)C(C)C. (9) Given the product [C:9]([O:8][C:6]([C:5]1[CH:13]=[CH:14][C:2]([O:26][C:25]2[CH:24]=[C:23]3[C:18]([CH:19]([C:27]([O:29][CH2:30][CH3:31])=[O:28])[CH2:20][CH2:21][O:22]3)=[CH:17][C:16]=2[Cl:15])=[CH:3][CH:4]=1)=[O:7])([CH3:12])([CH3:11])[CH3:10], predict the reactants needed to synthesize it. The reactants are: Br[C:2]1[CH:14]=[CH:13][C:5]([C:6]([O:8][C:9]([CH3:12])([CH3:11])[CH3:10])=[O:7])=[CH:4][CH:3]=1.[Cl:15][C:16]1[CH:17]=[C:18]2[C:23](=[CH:24][C:25]=1[OH:26])[O:22][CH2:21][CH2:20][CH:19]2[C:27]([O:29][CH2:30][CH3:31])=[O:28].Cl.CN(C)CC(O)=O.C(=O)([O-])[O-].[Cs+].[Cs+].C.